Dataset: P-glycoprotein inhibition data for predicting drug efflux from Broccatelli et al.. Task: Regression/Classification. Given a drug SMILES string, predict its absorption, distribution, metabolism, or excretion properties. Task type varies by dataset: regression for continuous measurements (e.g., permeability, clearance, half-life) or binary classification for categorical outcomes (e.g., BBB penetration, CYP inhibition). Dataset: pgp_broccatelli. The drug is CN(C)C[C@H](O)COc1ccccc1C(=O)CCc1ccccc1. The result is 1 (inhibitor).